This data is from Full USPTO retrosynthesis dataset with 1.9M reactions from patents (1976-2016). The task is: Predict the reactants needed to synthesize the given product. (1) The reactants are: [H-].[Na+].[C:3]([O:7][C:8](=[O:29])[N:9]([CH:16]1[CH2:21][CH2:20][N:19]([CH2:22][C:23]2[CH:28]=[CH:27][CH:26]=[CH:25][CH:24]=2)[CH2:18][CH2:17]1)[CH2:10][C:11]1[N:12]=[CH:13][NH:14][CH:15]=1)([CH3:6])([CH3:5])[CH3:4].[CH3:30][Si:31]([CH3:38])([CH3:37])[CH2:32][CH2:33][O:34][CH2:35]Cl.C(OCC)(=O)C. Given the product [C:3]([O:7][C:8](=[O:29])[N:9]([CH:16]1[CH2:17][CH2:18][N:19]([CH2:22][C:23]2[CH:28]=[CH:27][CH:26]=[CH:25][CH:24]=2)[CH2:20][CH2:21]1)[CH2:10][C:11]1[N:12]=[CH:13][N:14]([CH2:35][O:34][CH2:33][CH2:32][Si:31]([CH3:38])([CH3:37])[CH3:30])[CH:15]=1)([CH3:6])([CH3:4])[CH3:5], predict the reactants needed to synthesize it. (2) Given the product [CH:10]([N:8]1[CH2:9][CH:6]([O:5][CH2:23]/[C:24](/[CH3:25])=[CH:27]/[CH3:28])[CH2:7]1)([C:17]1[CH:22]=[CH:21][CH:20]=[CH:19][CH:18]=1)[C:11]1[CH:16]=[CH:15][CH:14]=[CH:13][CH:12]=1, predict the reactants needed to synthesize it. The reactants are: CS([O:5][CH:6]1[CH2:9][N:8]([CH:10]([C:17]2[CH:22]=[CH:21][CH:20]=[CH:19][CH:18]=2)[C:11]2[CH:16]=[CH:15][CH:14]=[CH:13][CH:12]=2)[CH2:7]1)(=O)=O.[CH3:23]/[C:24](=[CH:27]\[CH3:28])/[CH2:25]O.